This data is from Peptide-MHC class I binding affinity with 185,985 pairs from IEDB/IMGT. The task is: Regression. Given a peptide amino acid sequence and an MHC pseudo amino acid sequence, predict their binding affinity value. This is MHC class I binding data. (1) The peptide sequence is AMLHWSLIL. The MHC is HLA-A02:01 with pseudo-sequence HLA-A02:01. The binding affinity (normalized) is 0.562. (2) The peptide sequence is STNTGNLKF. The MHC is HLA-A29:02 with pseudo-sequence HLA-A29:02. The binding affinity (normalized) is 0.517.